This data is from NCI-60 drug combinations with 297,098 pairs across 59 cell lines. The task is: Regression. Given two drug SMILES strings and cell line genomic features, predict the synergy score measuring deviation from expected non-interaction effect. (1) Drug 1: CC1OCC2C(O1)C(C(C(O2)OC3C4COC(=O)C4C(C5=CC6=C(C=C35)OCO6)C7=CC(=C(C(=C7)OC)O)OC)O)O. Drug 2: CC1=C2C(C(=O)C3(C(CC4C(C3C(C(C2(C)C)(CC1OC(=O)C(C(C5=CC=CC=C5)NC(=O)C6=CC=CC=C6)O)O)OC(=O)C7=CC=CC=C7)(CO4)OC(=O)C)O)C)OC(=O)C. Cell line: T-47D. Synergy scores: CSS=29.7, Synergy_ZIP=-7.35, Synergy_Bliss=-4.52, Synergy_Loewe=-3.99, Synergy_HSA=-3.84. (2) Drug 1: CN(CC1=CN=C2C(=N1)C(=NC(=N2)N)N)C3=CC=C(C=C3)C(=O)NC(CCC(=O)O)C(=O)O. Synergy scores: CSS=12.8, Synergy_ZIP=0.677, Synergy_Bliss=0.975, Synergy_Loewe=-26.7, Synergy_HSA=-1.41. Cell line: NCI-H322M. Drug 2: CCCCCOC(=O)NC1=NC(=O)N(C=C1F)C2C(C(C(O2)C)O)O. (3) Drug 1: CNC(=O)C1=CC=CC=C1SC2=CC3=C(C=C2)C(=NN3)C=CC4=CC=CC=N4. Drug 2: C1=CC(=CC=C1CCCC(=O)O)N(CCCl)CCCl. Cell line: NCI-H226. Synergy scores: CSS=5.28, Synergy_ZIP=-4.18, Synergy_Bliss=-4.78, Synergy_Loewe=-8.88, Synergy_HSA=-6.09.